From a dataset of Forward reaction prediction with 1.9M reactions from USPTO patents (1976-2016). Predict the product of the given reaction. (1) Given the reactants [B:10]1([B:10]2[O:14][C:13]([CH3:16])([CH3:15])[C:12]([CH3:18])([CH3:17])[O:11]2)[O:14][C:13]([CH3:16])([CH3:15])[C:12]([CH3:18])([CH3:17])[O:11]1.CC([O-])=O.[K+].Br[C:25]1[CH:30]=[CH:29][C:28]([C:31]2[NH:35][C:34]([C@@H:36]3[CH2:40][CH2:39][CH2:38][N:37]3[C:41]([O:43][C:44]([CH3:47])([CH3:46])[CH3:45])=[O:42])=[N:33][CH:32]=2)=[CH:27][CH:26]=1, predict the reaction product. The product is: [CH3:16][C:13]1([CH3:15])[C:12]([CH3:17])([CH3:18])[O:11][B:10]([C:25]2[CH:26]=[CH:27][C:28]([C:31]3[NH:35][C:34]([C@@H:36]4[CH2:40][CH2:39][CH2:38][N:37]4[C:41]([O:43][C:44]([CH3:47])([CH3:46])[CH3:45])=[O:42])=[N:33][CH:32]=3)=[CH:29][CH:30]=2)[O:14]1. (2) Given the reactants [F:1][C:2]1([F:18])[C:10]2[C:5](=[CH:6][CH:7]=[CH:8][C:9]=2[CH:11]([OH:16])[C:12](F)(F)F)[NH:4][C:3]1=[O:17].[F:19][C:20]1([F:33])[C:28]2[C:23](=[CH:24][CH:25]=[CH:26][C:27]=2[CH:29]([OH:31])[CH3:30])[NH:22][C:21]1=[O:32], predict the reaction product. The product is: [F:1][C:2]1([F:18])[C:10]2[C:5](=[CH:6][CH:7]=[CH:8][C:9]=2[C@@H:11]([O:16][C@:26]23[CH2:25][CH2:24][CH2:23][C@@:28]2([CH2:27][CH:29]=[CH2:30])[CH2:20][CH2:21][O:32]3)[CH3:12])[NH:4][C:3]1=[O:17].[F:33][C:20]1([F:19])[C:28]2[C:23](=[CH:24][CH:25]=[CH:26][C:27]=2[C@H:29]([O:31][C@:8]23[CH2:7][CH2:6][CH2:5][C@@:10]2([CH2:9][CH:11]=[CH2:12])[CH2:2][CH2:3][O:17]3)[CH3:30])[NH:22][C:21]1=[O:32]. (3) Given the reactants [F:1][C:2]1[C:3]([CH2:9][O:10][C:11]2[CH:16]=[CH:15][NH:14][C:13](=[O:17])[CH:12]=2)=[N:4][CH:5]=[C:6]([F:8])[CH:7]=1.Br[C:19]1[CH:20]=[CH:21][C:22]2[C:23]3[CH2:33][N:32]([C:34]([O:36]C(C)(C)C)=[O:35])[CH2:31][CH2:30][CH2:29][C:24]=3[N:25]([CH3:28])[C:26]=2[CH:27]=1, predict the reaction product. The product is: [F:1][C:2]1[C:3]([CH2:9][O:10][C:11]2[CH:16]=[CH:15][N:14]([C:19]3[CH:20]=[CH:21][C:22]4[C:23]5[CH2:33][N:32]([C:34]([O:36][CH2:3][CH2:2][CH2:7][CH3:6])=[O:35])[CH2:31][CH2:30][CH2:29][C:24]=5[N:25]([CH3:28])[C:26]=4[CH:27]=3)[C:13](=[O:17])[CH:12]=2)=[N:4][CH:5]=[C:6]([F:8])[CH:7]=1. (4) Given the reactants [CH2:1]([N:15]([CH2:21][CH2:22][CH2:23][CH2:24][CH2:25][CH2:26][CH2:27][CH2:28][CH2:29][CH2:30][CH2:31][CH2:32][CH2:33][CH3:34])[CH2:16][C:17]([O:19]C)=[O:18])[CH2:2][CH2:3][CH2:4][CH2:5][CH2:6][CH2:7][CH2:8][CH2:9][CH2:10][CH2:11][CH2:12][CH2:13][CH3:14].[Li+].[OH-], predict the reaction product. The product is: [CH2:21]([N:15]([CH2:1][CH2:2][CH2:3][CH2:4][CH2:5][CH2:6][CH2:7][CH2:8][CH2:9][CH2:10][CH2:11][CH2:12][CH2:13][CH3:14])[CH2:16][C:17]([OH:19])=[O:18])[CH2:22][CH2:23][CH2:24][CH2:25][CH2:26][CH2:27][CH2:28][CH2:29][CH2:30][CH2:31][CH2:32][CH2:33][CH3:34].